From a dataset of Catalyst prediction with 721,799 reactions and 888 catalyst types from USPTO. Predict which catalyst facilitates the given reaction. (1) Reactant: CS(O[CH2:6][CH2:7][NH:8][C:9]([O:11][CH2:12][C:13]1[CH:18]=[CH:17][CH:16]=[CH:15][CH:14]=1)=[O:10])(=O)=O.[NH2:19][CH2:20][CH2:21][N:22]([CH3:30])[C:23](=[O:29])[O:24][C:25]([CH3:28])([CH3:27])[CH3:26].C(=O)([O-])[O-].[K+].[K+]. Product: [CH2:12]([O:11][C:9](=[O:10])[NH:8][CH2:7][CH2:6][NH:19][CH2:20][CH2:21][N:22]([C:23]([O:24][C:25]([CH3:28])([CH3:27])[CH3:26])=[O:29])[CH3:30])[C:13]1[CH:18]=[CH:17][CH:16]=[CH:15][CH:14]=1. The catalyst class is: 10. (2) Reactant: [C:1]([O:5][C:6]([NH:8][CH:9]([CH2:13][CH:14]1[CH2:19][CH2:18][CH2:17][CH2:16][CH2:15]1)[C:10]([OH:12])=[O:11])=[O:7])([CH3:4])([CH3:3])[CH3:2].[C:20](=O)([O-])[O-].[K+].[K+].CI.C(OCC)(=O)C. Product: [CH3:20][O:11][C:10](=[O:12])[CH:9]([NH:8][C:6]([O:5][C:1]([CH3:4])([CH3:2])[CH3:3])=[O:7])[CH2:13][CH:14]1[CH2:15][CH2:16][CH2:17][CH2:18][CH2:19]1. The catalyst class is: 9. (3) Reactant: [F:1][C:2]1[CH:8]=[CH:7][C:6]([N+:9]([O-:11])=[O:10])=[CH:5][C:3]=1[NH2:4].C(N(C(C)C)CC)(C)C.[Cl:21][CH2:22][CH2:23][CH2:24][C:25](Cl)=[O:26]. Product: [Cl:21][CH2:22][CH2:23][CH2:24][C:25]([NH:4][C:3]1[CH:5]=[C:6]([N+:9]([O-:11])=[O:10])[CH:7]=[CH:8][C:2]=1[F:1])=[O:26]. The catalyst class is: 4. (4) Reactant: [NH2:1][C:2]1[C:7]([C:8]#[C:9][CH2:10][OH:11])=[N:6][C:5]([S:12][CH3:13])=[CH:4][N:3]=1.[H-].[Na+].[F:16][C:17]1[CH:24]=[CH:23][C:20]([CH2:21]Br)=[CH:19][CH:18]=1.[Cl-].[NH4+]. Product: [F:16][C:17]1[CH:24]=[CH:23][C:20]([CH2:21][N:1]2[C:2]3=[N:3][CH:4]=[C:5]([S:12][CH3:13])[N:6]=[C:7]3[CH:8]=[C:9]2[CH:10]=[O:11])=[CH:19][CH:18]=1. The catalyst class is: 9.